This data is from Peptide-MHC class II binding affinity with 134,281 pairs from IEDB. The task is: Regression. Given a peptide amino acid sequence and an MHC pseudo amino acid sequence, predict their binding affinity value. This is MHC class II binding data. (1) The peptide sequence is DVEMTKEASREYEDK. The MHC is DRB5_0101 with pseudo-sequence DRB5_0101. The binding affinity (normalized) is 0.288. (2) The peptide sequence is AATQARAAAAAFEAA. The MHC is DRB5_0101 with pseudo-sequence DRB5_0101. The binding affinity (normalized) is 0.279. (3) The peptide sequence is AFKVAATAANVAPAN. The MHC is DRB1_0802 with pseudo-sequence DRB1_0802. The binding affinity (normalized) is 0.648. (4) The peptide sequence is SAAVKDERAVHADMG. The MHC is DRB1_1101 with pseudo-sequence DRB1_1101. The binding affinity (normalized) is 0. (5) The binding affinity (normalized) is 0.127. The peptide sequence is YTDVFSLNPTFTIETT. The MHC is DRB1_0301 with pseudo-sequence DRB1_0301. (6) The peptide sequence is WGAIWRIDTPEVLKG. The MHC is HLA-DPA10301-DPB10402 with pseudo-sequence HLA-DPA10301-DPB10402. The binding affinity (normalized) is 0.438. (7) The peptide sequence is GKTKEGVLYVGSKTK. The MHC is DRB1_0901 with pseudo-sequence DRB1_0901. The binding affinity (normalized) is 0.370. (8) The peptide sequence is EFQVVNPHLLRVLTE. The MHC is DRB4_0101 with pseudo-sequence DRB4_0103. The binding affinity (normalized) is 0.462. (9) The peptide sequence is EIDSADKSGCIHNHD. The MHC is DRB5_0101 with pseudo-sequence DRB5_0101. The binding affinity (normalized) is 0.0857. (10) The peptide sequence is IRGTSATAAAIQLKC. The MHC is DRB1_1302 with pseudo-sequence DRB1_1302. The binding affinity (normalized) is 0.411.